This data is from Catalyst prediction with 721,799 reactions and 888 catalyst types from USPTO. The task is: Predict which catalyst facilitates the given reaction. Reactant: [CH3:1][CH:2]1[CH2:6][CH2:5][CH2:4][N:3]1[C:7]1[N:12]=[C:11]([NH:13][C:14]2[C:15]3[N:16]([CH:27]=[CH:28][N:29]=3)[N:17]=[C:18]([C:20]3[CH:25]=[CH:24][C:23]([OH:26])=[CH:22][CH:21]=3)[CH:19]=2)[CH:10]=[CH:9][CH:8]=1.C([O-])([O-])=O.[K+].[K+].CS([O:40][CH2:41][CH2:42][N:43]1[CH2:48][CH2:47]C[CH2:45][CH2:44]1)(=O)=O.O. The catalyst class is: 3. Product: [CH3:1][CH:2]1[CH2:6][CH2:5][CH2:4][N:3]1[C:7]1[N:12]=[C:11]([NH:13][C:14]2[C:15]3[N:16]([CH:27]=[CH:28][N:29]=3)[N:17]=[C:18]([C:20]3[CH:25]=[CH:24][C:23]([O:26][CH2:45][CH2:44][N:43]4[CH2:42][CH2:41][O:40][CH2:47][CH2:48]4)=[CH:22][CH:21]=3)[CH:19]=2)[CH:10]=[CH:9][CH:8]=1.